Dataset: Reaction yield outcomes from USPTO patents with 853,638 reactions. Task: Predict the reaction yield, written as a fraction of the theoretical maximum amount of product (1.0 means a 100% yield; for example, 0.34 means a 34% yield). (1) The reactants are [NH:1]1[C:5]2[CH:6]=[CH:7][CH:8]=[CH:9][C:4]=2[N:3]=[C:2]1[CH2:10][C:11]1[CH:20]=[CH:19][C:14]([C:15]([O:17]C)=[O:16])=[CH:13][CH:12]=1.[OH-].[Na+]. The catalyst is CO. The product is [NH:1]1[C:5]2[CH:6]=[CH:7][CH:8]=[CH:9][C:4]=2[N:3]=[C:2]1[CH2:10][C:11]1[CH:20]=[CH:19][C:14]([C:15]([OH:17])=[O:16])=[CH:13][CH:12]=1. The yield is 0.920. (2) The yield is 0.590. No catalyst specified. The reactants are [Cl:1][C:2]1[N:7]=[C:6]([N:8]([CH3:28])[C:9]2[CH:27]=[CH:26][C:12]3[N:13]([CH3:25])[C:14]([NH:16][CH2:17][C:18]4[CH:23]=[CH:22][C:21]([F:24])=[CH:20][CH:19]=4)=[N:15][C:11]=3[CH:10]=2)[CH:5]=[CH:4][N:3]=1.[CH3:29][NH:30][S:31]([CH2:34][CH2:35][C:36]1[CH:41]=[CH:40][C:39]([NH2:42])=[CH:38][CH:37]=1)(=[O:33])=[O:32]. The product is [ClH:1].[CH3:29][NH:30][S:31]([CH2:34][CH2:35][C:36]1[CH:37]=[CH:38][C:39]([NH:42][C:2]2[N:7]=[C:6]([N:8]([C:9]3[CH:27]=[CH:26][C:12]4[N:13]([CH3:25])[C:14]([NH:16][CH2:17][C:18]5[CH:19]=[CH:20][C:21]([F:24])=[CH:22][CH:23]=5)=[N:15][C:11]=4[CH:10]=3)[CH3:28])[CH:5]=[CH:4][N:3]=2)=[CH:40][CH:41]=1)(=[O:32])=[O:33]. (3) The yield is 0.561. The catalyst is C(O)C. The product is [OH:3][C:4]1[C@H:6]2[C@H:11]([C@H:10]3[CH2:38][C@@H:7]2[CH2:8][CH2:9]3)[N:12]([CH2:13][CH2:14][CH:15]([CH3:17])[CH3:16])[C:18](=[O:37])[C:19]=1[C:20]1[NH:25][C:24]2[CH:26]=[CH:27][C:28]([NH:30][S:31]([CH3:34])(=[O:32])=[O:33])=[CH:29][C:23]=2[S:22](=[O:36])(=[O:35])[N:21]=1. The reactants are C([O:3][C:4]([C@H:6]1[C@@H:11]([N:12]([C:18](=[O:37])[CH2:19][C:20]2[NH:25][C:24]3[CH:26]=[CH:27][C:28]([NH:30][S:31]([CH3:34])(=[O:33])=[O:32])=[CH:29][C:23]=3[S:22](=[O:36])(=[O:35])[N:21]=2)[CH2:13][CH2:14][CH:15]([CH3:17])[CH3:16])[C@H:10]2[CH2:38][C@@H:7]1[CH2:8][CH2:9]2)=O)C.[O-]CC.[Na+].Cl. (4) The reactants are [F:1][C:2]1[C:7]([F:8])=[CH:6][CH:5]=[CH:4][C:3]=1[C@@H:9]1[CH2:19][CH2:18][C@@H:17](O)[C:12]2=[N:13][CH:14]=[CH:15][CH:16]=[C:11]2[CH2:10]1.[OH-].COC(NS([N+](CC)(CC)CC)(=O)=O)=O. The catalyst is C1C=CC=CC=1. The product is [F:1][C:2]1[C:7]([F:8])=[CH:6][CH:5]=[CH:4][C:3]=1[C@@H:9]1[CH2:19][CH:18]=[CH:17][C:12]2=[N:13][CH:14]=[CH:15][CH:16]=[C:11]2[CH2:10]1. The yield is 0.450. (5) The reactants are FC(F)(F)C(O)=O.[CH:8]1([C@H:14]([NH:19][C:20]([C:22]2[CH:27]=[C:26]([Cl:28])[C:25]([Cl:29])=[CH:24][C:23]=2[NH:30][C:31]([NH:33][C:34]2[C:39]([Cl:40])=[CH:38][CH:37]=[CH:36][C:35]=2[Cl:41])=[O:32])=[O:21])[C:15]([O:17]C)=[O:16])[CH2:13][CH2:12][CH2:11][CH2:10][CH2:9]1. The catalyst is ClCCl. The product is [CH:8]1([C@H:14]([NH:19][C:20]([C:22]2[CH:27]=[C:26]([Cl:28])[C:25]([Cl:29])=[CH:24][C:23]=2[NH:30][C:31]([NH:33][C:34]2[C:35]([Cl:41])=[CH:36][CH:37]=[CH:38][C:39]=2[Cl:40])=[O:32])=[O:21])[C:15]([OH:17])=[O:16])[CH2:13][CH2:12][CH2:11][CH2:10][CH2:9]1. The yield is 1.00. (6) The reactants are C[O:2][C:3](=[O:32])[C@@H:4]([NH:14][C:15](=[O:31])[C@@H:16]([NH:18][C:19]([C:21]1[CH2:22][C:23]2[C:28]([C:29]=1[CH3:30])=[CH:27][CH:26]=[CH:25][CH:24]=2)=[O:20])[CH3:17])[CH2:5][C:6]1[CH:11]=[CH:10][C:9]([O:12][CH3:13])=[CH:8][CH:7]=1.[OH-].C[Sn+](C)C. The catalyst is ClCCCl. The product is [CH3:13][O:12][C:9]1[CH:10]=[CH:11][C:6]([CH2:5][C@H:4]([NH:14][C:15](=[O:31])[C@@H:16]([NH:18][C:19]([C:21]2[CH2:22][C:23]3[C:28]([C:29]=2[CH3:30])=[CH:27][CH:26]=[CH:25][CH:24]=3)=[O:20])[CH3:17])[C:3]([OH:32])=[O:2])=[CH:7][CH:8]=1. The yield is 0.840.